Dataset: Reaction yield outcomes from USPTO patents with 853,638 reactions. Task: Predict the reaction yield, written as a fraction of the theoretical maximum amount of product (1.0 means a 100% yield; for example, 0.34 means a 34% yield). The reactants are [Cl:1][C:2]1[CH:7]=[CH:6][N:5]=[C:4]([C:8](O)=[O:9])[CH:3]=1.[NH2:11][C:12]1[N:17]=[C:16]([C:18]([O:20][CH3:21])=[O:19])[CH:15]=[CH:14][CH:13]=1.F[P-](F)(F)(F)(F)F.N1(OC(N(C)C)=[N+](C)C)C2N=CC=CC=2N=N1.CN1CCOCC1. The catalyst is CN(C)C=O. The product is [CH3:21][O:20][C:18]([C:16]1[CH:15]=[CH:14][CH:13]=[C:12]([NH:11][C:8]([C:4]2[CH:3]=[C:2]([Cl:1])[CH:7]=[CH:6][N:5]=2)=[O:9])[N:17]=1)=[O:19]. The yield is 0.930.